Dataset: Full USPTO retrosynthesis dataset with 1.9M reactions from patents (1976-2016). Task: Predict the reactants needed to synthesize the given product. (1) Given the product [CH2:18]([O:19][C:13](=[O:14])[C:11]([C:6]1[C:5]2[C:9](=[CH:10][C:2]([F:1])=[CH:3][CH:4]=2)[NH:8][CH:7]=1)=[O:12])[CH3:17], predict the reactants needed to synthesize it. The reactants are: [F:1][C:2]1[CH:10]=[C:9]2[C:5]([CH:6]=[CH:7][NH:8]2)=[CH:4][CH:3]=1.[C:11](Cl)([C:13](Cl)=[O:14])=[O:12].[CH3:17][CH2:18][OH:19].C([O-])(O)=O.[Na+]. (2) Given the product [F:21][C:18]1[CH:17]=[CH:16][C:15]([C:13]2[O:14][C:10]3[CH:9]=[CH:8][C:7]([C:32]4[CH:33]=[CH:34][C:35]([O:41][CH3:42])=[C:36]([CH:40]=4)[C:37]([OH:39])=[O:38])=[CH:26][C:11]=3[C:12]=2[C:22](=[O:25])[NH:23][CH3:24])=[CH:20][CH:19]=1, predict the reactants needed to synthesize it. The reactants are: FC(F)(F)S(O[C:7]1[CH:8]=[CH:9][C:10]2[O:14][C:13]([C:15]3[CH:20]=[CH:19][C:18]([F:21])=[CH:17][CH:16]=3)=[C:12]([C:22](=[O:25])[NH:23][CH3:24])[C:11]=2[CH:26]=1)(=O)=O.B([C:32]1[CH:33]=[CH:34][C:35]([O:41][CH3:42])=[C:36]([CH:40]=1)[C:37]([OH:39])=[O:38])(O)O.C(=O)([O-])[O-].[Cs+].[Cs+].O1CCOCC1. (3) Given the product [Cl:1][C:2]1[C:10]([CH3:11])=[C:9]([F:12])[CH:8]=[CH:7][C:3]=1[C:4]#[N:6], predict the reactants needed to synthesize it. The reactants are: [Cl:1][C:2]1[C:10]([CH3:11])=[C:9]([F:12])[CH:8]=[CH:7][C:3]=1[C:4]([NH2:6])=O.N1C=CC=CC=1.C(Cl)(=O)C(Cl)=O.C(OCC)(=O)C.O. (4) The reactants are: Br[C:2]1[CH:18]=[CH:17][C:5]2[N:6]=[C:7]([C:9]3[CH:14]=[CH:13][C:12]([O:15][CH3:16])=[CH:11][CH:10]=3)[S:8][C:4]=2[CH:3]=1.C1(P(C2C=CC=CC=2)C2C=CC3C(=CC=CC=3)C=2C2C3C(=CC=CC=3)C=CC=2P(C2C=CC=CC=2)C2C=CC=CC=2)C=CC=CC=1.CC(C)([O-])C.[Na+].[CH2:71]([NH2:78])[C:72]1[CH:77]=[CH:76][CH:75]=[CH:74][CH:73]=1.C([O-])(O)=O.[Na+]. Given the product [CH2:71]([NH:78][C:2]1[CH:18]=[CH:17][C:5]2[N:6]=[C:7]([C:9]3[CH:14]=[CH:13][C:12]([O:15][CH3:16])=[CH:11][CH:10]=3)[S:8][C:4]=2[CH:3]=1)[C:72]1[CH:77]=[CH:76][CH:75]=[CH:74][CH:73]=1, predict the reactants needed to synthesize it.